From a dataset of Forward reaction prediction with 1.9M reactions from USPTO patents (1976-2016). Predict the product of the given reaction. (1) Given the reactants [Cl:1][C:2]1[CH:10]=[C:9]2[C:5]([CH2:6][C:7](=[O:11])[NH:8]2)=[CH:4][C:3]=1[CH2:12][CH2:13]Cl.Cl.[N:16]1([C:22]2[C:26]3[CH:27]=[CH:28][CH:29]=[CH:30][C:25]=3[S:24][N:23]=2)[CH2:21][CH2:20][NH:19][CH2:18][CH2:17]1.C(=O)([O-])[O-].[Na+].[Na+].C(O)CO, predict the reaction product. The product is: [CH:28]1[CH:29]=[CH:30][C:25]2[S:24][N:23]=[C:22]([N:16]3[CH2:17][CH2:18][N:19]([CH2:13][CH2:12][C:3]4[CH:4]=[C:5]5[CH2:6][C:7](=[O:11])[NH:8][C:9]5=[CH:10][C:2]=4[Cl:1])[CH2:20][CH2:21]3)[C:26]=2[CH:27]=1. (2) Given the reactants COC1C=C(OC)C=CC=1C[N:6]([C:29]1[CH:34]=[CH:33][N:32]=[CH:31][N:30]=1)[S:7]([C:10]1[CH:15]=[CH:14][C:13]([O:16][C@H:17]2[CH2:21][CH2:20][CH2:19][C@@H:18]2[C:22]2[N:26]([CH3:27])[N:25]=[CH:24][CH:23]=2)=[CH:12][C:11]=1[F:28])(=[O:9])=[O:8].C([SiH](CC)CC)C.FC(F)(F)C(O)=O, predict the reaction product. The product is: [F:28][C:11]1[CH:12]=[C:13]([O:16][C@H:17]2[CH2:21][CH2:20][CH2:19][C@@H:18]2[C:22]2[N:26]([CH3:27])[N:25]=[CH:24][CH:23]=2)[CH:14]=[CH:15][C:10]=1[S:7]([NH:6][C:29]1[CH:34]=[CH:33][N:32]=[CH:31][N:30]=1)(=[O:8])=[O:9].